This data is from Reaction yield outcomes from USPTO patents with 853,638 reactions. The task is: Predict the reaction yield, written as a fraction of the theoretical maximum amount of product (1.0 means a 100% yield; for example, 0.34 means a 34% yield). The reactants are CS(Cl)(=O)=O.[CH2:6]([N:8]([C:14]1[CH:19]=[CH:18][CH:17]=[CH:16][CH:15]=1)[CH2:9][CH:10]([OH:13])[CH2:11]O)[CH3:7].C[O-].[Na+]. The catalyst is ClCCl.C([O-])(O)=O.[Na+]. The product is [CH2:6]([N:8]([CH2:9][CH:10]1[CH2:11][O:13]1)[C:14]1[CH:19]=[CH:18][CH:17]=[CH:16][CH:15]=1)[CH3:7]. The yield is 0.450.